From a dataset of Forward reaction prediction with 1.9M reactions from USPTO patents (1976-2016). Predict the product of the given reaction. (1) The product is: [CH3:1][C:2]([CH2:8][CH2:9][CH2:10][CH:11]([CH3:18])[CH2:12][CH2:13][CH2:14][CH:15]([CH3:17])[CH3:16])=[CH:3][C:4]([O:6][CH2:7][CH:20]([CH2:21][OH:22])[OH:19])=[O:5]. Given the reactants [CH3:1][C:2]([CH2:8][CH2:9][CH2:10][CH:11]([CH3:18])[CH2:12][CH2:13][CH2:14][CH:15]([CH3:17])[CH3:16])=[CH:3][C:4]([O:6][CH3:7])=[O:5].[OH:19][CH2:20][CH:21](CO)[OH:22].C(=O)([O-])[O-].[K+].[K+].Cl, predict the reaction product. (2) Given the reactants [CH2:1]([O:5][CH2:6][CH2:7][O:8][C:9]1[CH:14]=[CH:13][C:12]([C:15]2[CH:16]=[CH:17][C:18]3[N:24]([CH2:25][CH:26]([CH3:28])[CH3:27])[CH2:23][CH2:22][C:21]([C:29]([NH:31][C:32]4[CH:37]=[CH:36][C:35]([S:38][CH2:39][C:40]5[N:41]([CH2:45][CH:46]6[CH2:48][CH2:47]6)[CH:42]=[CH:43][N:44]=5)=[CH:34][CH:33]=4)=[O:30])=[CH:20][C:19]=3[CH:49]=2)=[CH:11][CH:10]=1)[CH2:2][CH2:3][CH3:4].ClC1C=CC=C(C(OO)=[O:58])C=1.S([O-])([O-])(=O)=S.[Na+].[Na+], predict the reaction product. The product is: [CH2:1]([O:5][CH2:6][CH2:7][O:8][C:9]1[CH:10]=[CH:11][C:12]([C:15]2[CH:16]=[CH:17][C:18]3[N:24]([CH2:25][CH:26]([CH3:27])[CH3:28])[CH2:23][CH2:22][C:21]([C:29]([NH:31][C:32]4[CH:33]=[CH:34][C:35]([S:38]([CH2:39][C:40]5[N:41]([CH2:45][CH:46]6[CH2:48][CH2:47]6)[CH:42]=[CH:43][N:44]=5)=[O:58])=[CH:36][CH:37]=4)=[O:30])=[CH:20][C:19]=3[CH:49]=2)=[CH:13][CH:14]=1)[CH2:2][CH2:3][CH3:4]. (3) Given the reactants [Br:1][C:2]1[C:3]([CH3:21])=[C:4]([N:8]2[C:17](=[O:18])[C:16]3[C:11](=[C:12]([F:19])[CH:13]=[CH:14][CH:15]=3)[NH:10][C:9]2=[O:20])[CH:5]=[CH:6][CH:7]=1.[C:22]([O-])([O-])=O.[Cs+].[Cs+].IC, predict the reaction product. The product is: [Br:1][C:2]1[C:3]([CH3:21])=[C:4]([N:8]2[C:17](=[O:18])[C:16]3[C:11](=[C:12]([F:19])[CH:13]=[CH:14][CH:15]=3)[N:10]([CH3:22])[C:9]2=[O:20])[CH:5]=[CH:6][CH:7]=1. (4) Given the reactants [Cl:1][C:2]1[CH:7]=[CH:6][C:5]([CH2:8][CH:9]2[CH:13]([C:14]3[CH:19]=[CH:18][C:17]([F:20])=[CH:16][CH:15]=3)[O:12]C(=O)[NH:10]2)=[CH:4][C:3]=1[O:22][C:23]([F:28])([F:27])[CH:24]([F:26])[F:25].[OH-].[Na+], predict the reaction product. The product is: [NH2:10][CH:9]([CH2:8][C:5]1[CH:6]=[CH:7][C:2]([Cl:1])=[C:3]([O:22][C:23]([F:27])([F:28])[CH:24]([F:25])[F:26])[CH:4]=1)[CH:13]([C:14]1[CH:19]=[CH:18][C:17]([F:20])=[CH:16][CH:15]=1)[OH:12]. (5) Given the reactants [Br:1][C:2]1[C:3](=[O:29])[N:4]([C:18]2[CH:23]=[C:22]([C:24](=O)[C:25]#[CH:26])[CH:21]=[CH:20][C:19]=2[CH3:28])[C:5]([CH3:17])=[N:6][C:7]=1[O:8][CH2:9][C:10]1[CH:15]=[CH:14][CH:13]=[C:12]([CH3:16])[N:11]=1.Cl.[OH:31][C:32]([CH3:37])([CH3:36])[C:33]([NH2:35])=[NH:34].C(=O)([O-])[O-].[K+].[K+], predict the reaction product. The product is: [Br:1][C:2]1[C:3](=[O:29])[N:4]([C:18]2[CH:23]=[C:22]([C:24]3[CH:25]=[CH:26][N:35]=[C:33]([C:32]([OH:31])([CH3:37])[CH3:36])[N:34]=3)[CH:21]=[CH:20][C:19]=2[CH3:28])[C:5]([CH3:17])=[N:6][C:7]=1[O:8][CH2:9][C:10]1[CH:15]=[CH:14][CH:13]=[C:12]([CH3:16])[N:11]=1.